This data is from Forward reaction prediction with 1.9M reactions from USPTO patents (1976-2016). The task is: Predict the product of the given reaction. (1) Given the reactants C(OC(=O)[NH:7][C:8]1[CH:9]=[C:10]([C:14]2[CH:19]=[CH:18][C:17]([CH2:20][NH:21][S:22]([CH3:25])(=[O:24])=[O:23])=[CH:16][CH:15]=2)[CH:11]=[CH:12][CH:13]=1)(C)(C)C.[ClH:27].CO, predict the reaction product. The product is: [NH2:7][C:8]1[CH:9]=[C:10]([C:14]2[CH:19]=[CH:18][C:17]([CH2:20][NH:21][S:22]([CH3:25])(=[O:24])=[O:23])=[CH:16][CH:15]=2)[CH:11]=[CH:12][CH:13]=1.[ClH:27]. (2) The product is: [O:13]([CH2:12][CH2:11][CH2:10][CH2:9][O:8][C:4]1[CH:5]=[N:6][CH:7]=[C:2]([N:32]2[CH2:37][CH2:36][NH:35][CH2:34][CH2:33]2)[N:3]=1)[C:14]1[CH:19]=[CH:18][CH:17]=[CH:16][CH:15]=1. Given the reactants Cl[C:2]1[CH:7]=[N:6][CH:5]=[C:4]([O:8][CH2:9][CH2:10][CH2:11][CH2:12][O:13][C:14]2[CH:19]=[CH:18][CH:17]=[CH:16][CH:15]=2)[N:3]=1.O(CCCCO)C1C=CC=CC=1.[NH:32]1[CH2:37][CH2:36][NH:35][CH2:34][CH2:33]1.C([O-])([O-])=O.[K+].[K+].O=[O+][O-], predict the reaction product. (3) The product is: [CH3:33][S:30]([C:26]1[CH:25]=[C:24]2[C:29](=[CH:28][CH:27]=1)[N:21]([C:19]1[N:18]=[CH:17][N:16]=[C:15]([NH:14][CH:11]3[CH2:12][CH2:13][NH:8][CH2:9][CH2:10]3)[CH:20]=1)[CH2:22][CH2:23]2)(=[O:32])=[O:31]. Given the reactants C([N:8]1[CH2:13][CH2:12][CH:11]([NH:14][C:15]2[CH:20]=[C:19]([N:21]3[C:29]4[C:24](=[CH:25][C:26]([S:30]([CH3:33])(=[O:32])=[O:31])=[CH:27][CH:28]=4)[CH2:23][CH2:22]3)[N:18]=[CH:17][N:16]=2)[CH2:10][CH2:9]1)C1C=CC=CC=1.C(N(C(C)C)CC)(C)C.ClC(OC(Cl)C)=O, predict the reaction product.